Dataset: Reaction yield outcomes from USPTO patents with 853,638 reactions. Task: Predict the reaction yield, written as a fraction of the theoretical maximum amount of product (1.0 means a 100% yield; for example, 0.34 means a 34% yield). (1) The reactants are [CH2:1]([NH2:4])[CH2:2][NH2:3].[CH3:5][C:6]([O:9][C:10](O[C:10]([O:9][C:6]([CH3:8])([CH3:7])[CH3:5])=[O:11])=[O:11])([CH3:8])[CH3:7]. The catalyst is C(Cl)(Cl)Cl. The product is [NH2:3][CH2:2][CH2:1][NH:4][C:10](=[O:11])[O:9][C:6]([CH3:8])([CH3:7])[CH3:5]. The yield is 0.780. (2) The reactants are [Cl:1][C:2]1[C:7]([O:8][CH3:9])=[CH:6][C:5]([O:10][CH3:11])=[C:4]([Cl:12])[C:3]=1[C:13]1[C:25](=[O:26])[N:24]([CH2:27][CH2:28][O:29][CH:30]2[CH2:35][CH2:34][N:33](C(OC(C)(C)C)=O)[CH2:32][CH2:31]2)[C:16]2[N:17]=[C:18]([NH:21][CH2:22][CH3:23])[N:19]=[CH:20][C:15]=2[CH:14]=1.C(O)(C(F)(F)F)=O. The catalyst is C(Cl)Cl. The product is [Cl:12][C:4]1[C:5]([O:10][CH3:11])=[CH:6][C:7]([O:8][CH3:9])=[C:2]([Cl:1])[C:3]=1[C:13]1[C:25](=[O:26])[N:24]([CH2:27][CH2:28][O:29][CH:30]2[CH2:31][CH2:32][NH:33][CH2:34][CH2:35]2)[C:16]2[N:17]=[C:18]([NH:21][CH2:22][CH3:23])[N:19]=[CH:20][C:15]=2[CH:14]=1. The yield is 0.890. (3) The reactants are COC1C=CC(CN[C@H](CC(C)C)C(N)=O)=CC=1.[Cl:19][C:20]1[CH:25]=[CH:24][C:23]([S:26]([N:29]([CH:40]([CH2:44][CH:45]([CH3:47])[CH3:46])[C:41]([NH2:43])=[O:42])[CH2:30][C:31]2[CH:36]=[CH:35][C:34]([N+:37]([O-])=O)=[CH:33][CH:32]=2)(=[O:28])=[O:27])=[CH:22][CH:21]=1.Cl. The catalyst is CO.[Pd]. The product is [Cl:19][C:20]1[CH:21]=[CH:22][C:23]([S:26]([N:29]([C@H:40]([CH2:44][CH:45]([CH3:47])[CH3:46])[C:41]([NH2:43])=[O:42])[CH2:30][C:31]2[CH:36]=[CH:35][C:34]([NH2:37])=[CH:33][CH:32]=2)(=[O:27])=[O:28])=[CH:24][CH:25]=1. The yield is 0.880.